From a dataset of Catalyst prediction with 721,799 reactions and 888 catalyst types from USPTO. Predict which catalyst facilitates the given reaction. (1) Reactant: [OH:1][C:2]1[N:7]=[CH:6][C:5]([N:8]2[C:12]([CH3:14])([CH3:13])[C:11](=[O:15])[N:10]([C:16]3[CH:23]=[CH:22][C:19]([C:20]#[N:21])=[C:18]([C:24]([F:27])([F:26])[F:25])[CH:17]=3)[C:9]2=[S:28])=[CH:4][CH:3]=1.[Si:29]([O:36][CH2:37][CH2:38]O)([C:32]([CH3:35])([CH3:34])[CH3:33])([CH3:31])[CH3:30].C1(P(C2C=CC=CC=2)C2C=CC=CC=2)C=CC=CC=1.N(C(OC(C)C)=O)=NC(OC(C)C)=O. Product: [Si:29]([O:36][CH2:37][CH2:38][O:1][C:2]1[N:7]=[CH:6][C:5]([N:8]2[C:12]([CH3:14])([CH3:13])[C:11](=[O:15])[N:10]([C:16]3[CH:23]=[CH:22][C:19]([C:20]#[N:21])=[C:18]([C:24]([F:25])([F:27])[F:26])[CH:17]=3)[C:9]2=[S:28])=[CH:4][CH:3]=1)([C:32]([CH3:35])([CH3:34])[CH3:33])([CH3:31])[CH3:30]. The catalyst class is: 4. (2) Reactant: [Cl:1][C:2]1[CH:7]=[CH:6][C:5]([C:8]2[CH:9]=[CH:10][C:11]([CH2:27][CH3:28])=[C:12]([C:14]3[C:15](=[O:26])[N:16]([CH3:25])[N:17]=[C:18]([CH3:24])[C:19]=3S(C)(=O)=O)[CH:13]=2)=[CH:4][CH:3]=1.CN1CCCC1=[O:35].[OH-].[Na+]. Product: [Cl:1][C:2]1[CH:7]=[CH:6][C:5]([C:8]2[CH:9]=[CH:10][C:11]([CH2:27][CH3:28])=[C:12]([C:14]3[C:15](=[O:26])[N:16]([CH3:25])[N:17]=[C:18]([CH3:24])[C:19]=3[OH:35])[CH:13]=2)=[CH:4][CH:3]=1. The catalyst class is: 11. (3) Reactant: FC(F)(F)C(O)=O.C(O[C:13]([N:15](C)[N:16]1[C:25]2[C:20](=[CH:21][C:22]([I:27])=[CH:23][C:24]=2[F:26])[C:19](=[O:28])[C:18]([C:29]([O:31][CH2:32][CH3:33])=[O:30])=[CH:17]1)=O)(C)(C)C.C(=O)(O)[O-].[Na+].O. Product: [F:26][C:24]1[CH:23]=[C:22]([I:27])[CH:21]=[C:20]2[C:25]=1[N:16]([NH:15][CH3:13])[CH:17]=[C:18]([C:29]([O:31][CH2:32][CH3:33])=[O:30])[C:19]2=[O:28]. The catalyst class is: 2. (4) Reactant: [CH3:1][O:2][CH2:3][CH2:4][O:5][C:6]1[S:7][C:8]([C:19]([O:21]CC)=[O:20])=[C:9]2[C:17]=1[C:16]1[N:15]([CH3:18])[N:14]=[CH:13][C:12]=1[CH2:11][CH2:10]2.[OH-].[K+].Cl. Product: [CH3:1][O:2][CH2:3][CH2:4][O:5][C:6]1[S:7][C:8]([C:19]([OH:21])=[O:20])=[C:9]2[C:17]=1[C:16]1[N:15]([CH3:18])[N:14]=[CH:13][C:12]=1[CH2:11][CH2:10]2. The catalyst class is: 97. (5) Reactant: C([O:3][C:4](=[O:13])[CH:5]([CH:7]1[CH2:12][CH2:11][O:10][CH2:9][CH2:8]1)[CH3:6])C.[OH-].[Na+].Cl. Product: [O:10]1[CH2:11][CH2:12][CH:7]([CH:5]([CH3:6])[C:4]([OH:13])=[O:3])[CH2:8][CH2:9]1. The catalyst class is: 38. (6) Reactant: [Cl:1][C:2]1[CH:3]=[C:4]([CH2:9][C@@H:10]([NH:30][C:31]([C@@H:33]2[CH2:42][C:41]3[C:36](=[CH:37][CH:38]=[CH:39][CH:40]=3)[CH2:35][N:34]2C(OC(C)(C)C)=O)=[O:32])[C:11]([N:13]2[CH2:18][CH2:17][CH:16]([C:19]3[CH:24]=[CH:23][CH:22]=[CH:21][C:20]=3[NH:25][S:26]([CH3:29])(=[O:28])=[O:27])[CH2:15][CH2:14]2)=[O:12])[CH:5]=[CH:6][C:7]=1[Cl:8]. Product: [CH2:35]1[C:36]2[C:41](=[CH:40][CH:39]=[CH:38][CH:37]=2)[CH2:42][C@@H:33]([C:31]([NH:30][C@H:10]([CH2:9][C:4]2[CH:5]=[CH:6][C:7]([Cl:8])=[C:2]([Cl:1])[CH:3]=2)[C:11]([N:13]2[CH2:14][CH2:15][CH:16]([C:19]3[CH:24]=[CH:23][CH:22]=[CH:21][C:20]=3[NH:25][S:26]([CH3:29])(=[O:27])=[O:28])[CH2:17][CH2:18]2)=[O:12])=[O:32])[NH:34]1. The catalyst class is: 25.